From a dataset of Catalyst prediction with 721,799 reactions and 888 catalyst types from USPTO. Predict which catalyst facilitates the given reaction. Reactant: [NH2:1][CH2:2][CH2:3][CH2:4][CH2:5][CH2:6][CH2:7][N:8]1[CH2:13][CH2:12][CH:11]([C:14]2[CH:15]=[C:16]([NH:20][C:21](=[O:25])[CH:22]([CH3:24])[CH3:23])[CH:17]=[CH:18][CH:19]=2)[CH2:10][CH2:9]1.[Cl:26][C:27]1[C:31]([S:32]([CH:35]([CH3:37])[CH3:36])(=[O:34])=[O:33])=[CH:30][S:29][C:28]=1[C:38](Cl)=[O:39]. Product: [Cl:26][C:27]1[C:31]([S:32]([CH:35]([CH3:37])[CH3:36])(=[O:33])=[O:34])=[CH:30][S:29][C:28]=1[C:38]([NH:1][CH2:2][CH2:3][CH2:4][CH2:5][CH2:6][CH2:7][N:8]1[CH2:13][CH2:12][CH:11]([C:14]2[CH:19]=[CH:18][CH:17]=[C:16]([NH:20][C:21](=[O:25])[CH:22]([CH3:23])[CH3:24])[CH:15]=2)[CH2:10][CH2:9]1)=[O:39]. The catalyst class is: 1.